Dataset: Reaction yield outcomes from USPTO patents with 853,638 reactions. Task: Predict the reaction yield, written as a fraction of the theoretical maximum amount of product (1.0 means a 100% yield; for example, 0.34 means a 34% yield). (1) The reactants are [H-].[Na+].[CH:3]([C:6]1[CH:11]=[CH:10][C:9]([CH:12]2[C:16]3[C:17]([CH3:24])=[C:18]([OH:23])[C:19]([CH3:22])=[C:20]([CH3:21])[C:15]=3[O:14][C:13]2([CH3:26])[CH3:25])=[CH:8][CH:7]=1)([CH3:5])[CH3:4].Cl.[Cl:28][CH2:29][C:30]1[CH:39]=[CH:38][C:37]2[C:32](=[CH:33][CH:34]=[CH:35][CH:36]=2)[N:31]=1.O. The catalyst is CN(C)C=O. The product is [ClH:28].[CH:3]([C:6]1[CH:11]=[CH:10][C:9]([CH:12]2[C:16]3[C:17]([CH3:24])=[C:18]([O:23][CH2:29][C:30]4[CH:39]=[CH:38][C:37]5[C:32](=[CH:33][CH:34]=[CH:35][CH:36]=5)[N:31]=4)[C:19]([CH3:22])=[C:20]([CH3:21])[C:15]=3[O:14][C:13]2([CH3:26])[CH3:25])=[CH:8][CH:7]=1)([CH3:5])[CH3:4]. The yield is 0.710. (2) The reactants are [Br:1][C:2]1[CH:3]=[C:4]2[C:8](=[CH:9][CH:10]=1)[NH:7][C:6](=[O:11])[CH2:5]2.[CH2:12]([N:14]([CH2:37][CH3:38])[CH2:15][CH2:16][CH2:17][NH:18][C:19]([C:21]1[C:25]([C:26]2[CH:31]=[CH:30][CH:29]=[CH:28][CH:27]=2)=[C:24]([CH:32]=O)[NH:23][C:22]=1[CH:34]([CH3:36])[CH3:35])=[O:20])[CH3:13]. No catalyst specified. The product is [CH2:37]([N:14]([CH2:12][CH3:13])[CH2:15][CH2:16][CH2:17][NH:18][C:19]([C:21]1[C:25]([C:26]2[CH:31]=[CH:30][CH:29]=[CH:28][CH:27]=2)=[C:24]([CH:32]=[C:5]2[C:4]3[C:8](=[CH:9][CH:10]=[C:2]([Br:1])[CH:3]=3)[NH:7][C:6]2=[O:11])[NH:23][C:22]=1[CH:34]([CH3:36])[CH3:35])=[O:20])[CH3:38]. The yield is 0.710. (3) The reactants are [F:1][C:2]1[CH:3]=[C:4]([CH:28]=[C:29]([F:31])[CH:30]=1)[O:5][C:6]1[CH:11]=[CH:10][C:9]([C:12]2[C:20]3[C:15](=[N:16][CH:17]=[N:18][C:19]=3[NH2:21])[N:14]([C@@H:22]3[CH2:27][CH2:26][CH2:25][NH:24][CH2:23]3)[N:13]=2)=[CH:8][CH:7]=1.[C:32]([CH2:34][C:35](O)=[O:36])#[N:33].N1(C(N2C=CN=C2)=O)C=CN=C1. The catalyst is ClCCl. The product is [NH2:21][C:19]1[N:18]=[CH:17][N:16]=[C:15]2[N:14]([C@@H:22]3[CH2:27][CH2:26][CH2:25][N:24]([C:35](=[O:36])[CH2:34][C:32]#[N:33])[CH2:23]3)[N:13]=[C:12]([C:9]3[CH:10]=[CH:11][C:6]([O:5][C:4]4[CH:28]=[C:29]([F:31])[CH:30]=[C:2]([F:1])[CH:3]=4)=[CH:7][CH:8]=3)[C:20]=12. The yield is 0.620. (4) The reactants are [NH2:1][C@@H:2]1[C:10]2[C:5](=[CH:6][CH:7]=[CH:8][CH:9]=2)[CH2:4][C@H:3]1[OH:11].[C:12]1(=O)[O:17][C:15](=[O:16])[C:14]2=[CH:18][CH:19]=[CH:20][CH:21]=[C:13]12.C(N(CC)C(C)C)(C)C. The catalyst is C1(C)C=CC=CC=1. The product is [OH:11][C@@H:3]1[CH2:4][C:5]2[C:10](=[CH:9][CH:8]=[CH:7][CH:6]=2)[C@H:2]1[N:1]1[C:15](=[O:16])[C:14]2[C:13](=[CH:21][CH:20]=[CH:19][CH:18]=2)[C:12]1=[O:17]. The yield is 0.970.